This data is from Catalyst prediction with 721,799 reactions and 888 catalyst types from USPTO. The task is: Predict which catalyst facilitates the given reaction. (1) Reactant: [OH:1][C@@:2]1([CH2:22][O:23][CH3:24])[CH2:7][CH2:6][CH2:5][CH2:4][C@H:3]1[N:8]1[C:12]([C:13]2[CH:18]=[CH:17][CH:16]=[CH:15][CH:14]=2)=[C:11]([C:19](O)=[O:20])[N:10]=[CH:9]1.[CH2:25]([N:32]1[CH2:37][CH2:36][NH:35][C@H:34]([CH2:38][CH2:39][OH:40])[CH2:33]1)[C:26]1[CH:31]=[CH:30][CH:29]=[CH:28][CH:27]=1.CCN=C=NCCCN(C)C.Cl.C1C=CC2N(O)N=NC=2C=1.C(=O)([O-])O.[Na+]. Product: [CH2:25]([N:32]1[CH2:37][CH2:36][N:35]([C:19]([C:11]2[N:10]=[CH:9][N:8]([C@@H:3]3[CH2:4][CH2:5][CH2:6][CH2:7][C@:2]3([CH2:22][O:23][CH3:24])[OH:1])[C:12]=2[C:13]2[CH:14]=[CH:15][CH:16]=[CH:17][CH:18]=2)=[O:20])[C@H:34]([CH2:38][CH2:39][OH:40])[CH2:33]1)[C:26]1[CH:27]=[CH:28][CH:29]=[CH:30][CH:31]=1. The catalyst class is: 3. (2) Reactant: CCN(C(C)C)C(C)C.[C:10](Cl)(=[O:13])[CH2:11][CH3:12].Cl.[NH2:16][CH2:17][C:18]1[CH:23]=[CH:22][C:21]([C:24]([N:26]2[CH2:35][C:34]3[CH:33]=[N:32][N:31]([CH3:36])[C:30]=3[NH:29][C:28]3[CH:37]=[C:38]([Cl:41])[CH:39]=[CH:40][C:27]2=3)=[O:25])=[CH:20][C:19]=1[F:42].C1C(N=NC2C(=O)N(C3C=CC(S([O-])(=O)=O)=CC=3)N=C2C([O-])=O)=CC=C(S([O-])(=O)=O)C=1.[Na+].[Na+].[Na+]. Product: [Cl:41][C:38]1[CH:39]=[CH:40][C:27]2[N:26]([C:24]([C:21]3[CH:22]=[CH:23][C:18]([CH2:17][NH:16][C:10](=[O:13])[CH2:11][CH3:12])=[C:19]([F:42])[CH:20]=3)=[O:25])[CH2:35][C:34]3[CH:33]=[N:32][N:31]([CH3:36])[C:30]=3[NH:29][C:28]=2[CH:37]=1. The catalyst class is: 4. (3) Reactant: [N+:1]([C:4]1[CH:5]=[C:6]([CH:13]=[CH:14][CH:15]=1)[CH2:7][C:8]1[O:9][CH:10]=[CH:11][CH:12]=1)([O-])=O.Cl.C(=O)(O)[O-].[Na+]. Product: [O:9]1[CH:10]=[CH:11][CH:12]=[C:8]1[CH2:7][C:6]1[CH:5]=[C:4]([CH:15]=[CH:14][CH:13]=1)[NH2:1]. The catalyst class is: 8. (4) Reactant: [CH2:1]([O:8][CH2:9][C:10]([CH3:15])([CH3:14])[C:11](O)=[O:12])[C:2]1[CH:7]=[CH:6][CH:5]=[CH:4][CH:3]=1.CC[N:18](CC)CC.ClC(OCC)=O.N. Product: [CH2:1]([O:8][CH2:9][C:10]([CH3:15])([CH3:14])[C:11]([NH2:18])=[O:12])[C:2]1[CH:7]=[CH:6][CH:5]=[CH:4][CH:3]=1. The catalyst class is: 22. (5) Reactant: [CH3:1][S:2](Cl)(=[O:4])=[O:3].Cl.[CH3:7][N:8]1[C:17]2[NH:16][C:15]3[CH:18]=[C:19]([CH3:22])[CH:20]=[CH:21][C:14]=3[N:13]([C:23]([CH:25]3[CH2:30][CH2:29][CH:28]([CH2:31][NH:32][C:33](=[O:41])[CH2:34][CH:35]4[CH2:40][CH2:39][NH:38][CH2:37][CH2:36]4)[CH2:27][CH2:26]3)=[O:24])[CH2:12][C:11]=2[CH:10]=[N:9]1. Product: [CH3:7][N:8]1[C:17]2[NH:16][C:15]3[CH:18]=[C:19]([CH3:22])[CH:20]=[CH:21][C:14]=3[N:13]([C:23]([CH:25]3[CH2:26][CH2:27][CH:28]([CH2:31][NH:32][C:33](=[O:41])[CH2:34][CH:35]4[CH2:36][CH2:37][N:38]([S:2]([CH3:1])(=[O:4])=[O:3])[CH2:39][CH2:40]4)[CH2:29][CH2:30]3)=[O:24])[CH2:12][C:11]=2[CH:10]=[N:9]1. The catalyst class is: 236. (6) Reactant: [NH:1]([C:3]1[NH:7][C:6]2[CH:8]=[CH:9][C:10]([CH3:12])=[CH:11][C:5]=2[N:4]=1)[NH2:2].[C:13]([CH:16]([CH2:22][C:23]1[CH:28]=[CH:27][CH:26]=[CH:25][CH:24]=1)[C:17](OCC)=[O:18])(=O)[CH3:14].C(#N)C.O. Product: [CH3:14][C:13]1[C:16]([CH2:22][C:23]2[CH:28]=[CH:27][CH:26]=[CH:25][CH:24]=2)=[C:17]([OH:18])[N:1]([C:3]2[NH:7][C:6]3[CH:8]=[CH:9][C:10]([CH3:12])=[CH:11][C:5]=3[N:4]=2)[N:2]=1. The catalyst class is: 15. (7) Reactant: [CH:1]([O:4][C:5]1[CH:10]=[CH:9][CH:8]=[CH:7][C:6]=1[OH:11])([CH3:3])[CH3:2].[Br:12]Br.C(=O)([O-])O.[Na+]. Product: [Br:12][C:9]1[CH:8]=[CH:7][C:6]([OH:11])=[C:5]([O:4][CH:1]([CH3:3])[CH3:2])[CH:10]=1. The catalyst class is: 4. (8) Reactant: [CH:1]([O:4][C:5]1[CH:10]=[C:9]([C:11](F)(F)F)[CH:8]=[CH:7][C:6]=1[CH2:15][NH2:16])([CH3:3])[CH3:2].C1N=CN([C:22](N2C=NC=C2)=[O:23])C=1.[NH2:29][C:30]1[C:35]2[O:36][CH2:37][C:38](=[O:40])[NH:39][C:34]=2[CH:33]=[CH:32][CH:31]=1. Product: [CH:1]([O:4][C:5]1[CH:10]=[C:9]([CH3:11])[CH:8]=[CH:7][C:6]=1[CH2:15][NH:16][C:22]([NH:29][C:30]1[C:35]2[O:36][CH2:37][C:38](=[O:40])[NH:39][C:34]=2[CH:33]=[CH:32][CH:31]=1)=[O:23])([CH3:3])[CH3:2]. The catalyst class is: 118. (9) Reactant: C([O:8][C:9]([C:11]1([NH:17][C:18]([O:20][CH:21]2[CH2:26][CH2:25][O:24][CH2:23][CH2:22]2)=[O:19])[CH2:16][CH2:15][CH2:14][CH2:13][CH2:12]1)=[O:10])C1C=CC=CC=1. Product: [O:24]1[CH2:25][CH2:26][CH:21]([O:20][C:18]([NH:17][C:11]2([C:9]([OH:10])=[O:8])[CH2:12][CH2:13][CH2:14][CH2:15][CH2:16]2)=[O:19])[CH2:22][CH2:23]1. The catalyst class is: 352.